Dataset: HIV replication inhibition screening data with 41,000+ compounds from the AIDS Antiviral Screen. Task: Binary Classification. Given a drug SMILES string, predict its activity (active/inactive) in a high-throughput screening assay against a specified biological target. (1) The compound is O=C1C=CCC2OC(COC(=O)Cc3ccccc3)CC2O1. The result is 0 (inactive). (2) The molecule is COC12C(COC(N)=O)C3=C(C(=O)C(C)=C(NCC4CCCO4)C3=O)N1CC1NC12. The result is 0 (inactive). (3) The result is 0 (inactive). The molecule is COc1ccc(C(c2ccc3cccnc3c2O)c2ccc3cccnc3c2O)cc1. (4) The compound is COc1ccc2nc3ccc(OC)cc3c(S(=O)Cc3ccccc3)c2c1. The result is 0 (inactive). (5) The molecule is Oc1nc(CCc2ccccc2)nc2ccccc12. The result is 0 (inactive). (6) The compound is CCc1nc(N)nc(N)c1-c1ccc(Cl)c(N=NN(C)C)c1. The result is 0 (inactive). (7) The drug is Nc1nc(Cl)c(Cl)c(NCC2(O)CCC2)n1. The result is 0 (inactive).